Task: Predict the product of the given reaction.. Dataset: Forward reaction prediction with 1.9M reactions from USPTO patents (1976-2016) (1) Given the reactants [O:1]1[CH:5]=[CH:4][CH:3]=[C:2]1[CH:6]=O.[C:8]12([NH2:18])[CH2:17][CH:12]3[CH2:13][CH:14]([CH2:16][CH:10]([CH2:11]3)[CH2:9]1)[CH2:15]2, predict the reaction product. The product is: [C:8]12([NH:18][CH2:6][C:2]3[O:1][CH:5]=[CH:4][CH:3]=3)[CH2:15][CH:14]3[CH2:13][CH:12]([CH2:11][CH:10]([CH2:16]3)[CH2:9]1)[CH2:17]2. (2) Given the reactants [Cl:1][C:2]1[CH:3]=[C:4]2[C:12](=[CH:13][CH:14]=1)[NH:11][C:10]1[CH:9]([NH2:15])[CH2:8][CH2:7][CH2:6][C:5]2=1.[CH3:16][C:17]1[C:21]([C:22](Cl)=[O:23])=[C:20]([CH3:25])[O:19][N:18]=1, predict the reaction product. The product is: [Cl:1][C:2]1[CH:3]=[C:4]2[C:12](=[CH:13][CH:14]=1)[NH:11][C:10]1[CH:9]([NH:15][C:22]([C:21]3[C:17]([CH3:16])=[N:18][O:19][C:20]=3[CH3:25])=[O:23])[CH2:8][CH2:7][CH2:6][C:5]2=1. (3) Given the reactants [CH2:1]([OH:4])[CH2:2][OH:3].[C:5]1([CH3:15])[CH:10]=[CH:9]C(S(O)(=O)=O)=C[CH:6]=1.C([O:23][CH2:24][CH3:25])(OCC)OCC.[CH:26]1[CH:31]=CC=C[CH:27]=1, predict the reaction product. The product is: [O:3]1[CH:31]=[CH:26][CH:27]=[C:2]1[C:1]1([CH2:9][CH2:10][CH:5]([CH3:6])[CH3:15])[O:23][CH2:24][CH2:25][O:4]1. (4) Given the reactants [CH3:1][C:2]1[N:3]=[C:4]([NH:7][C:8](=[O:23])[CH2:9][N:10]2[CH2:15][CH2:14][N:13](C(OC(C)(C)C)=O)[CH2:12][CH2:11]2)[S:5][CH:6]=1.FC(F)(F)C(O)=O, predict the reaction product. The product is: [CH3:1][C:2]1[N:3]=[C:4]([NH:7][C:8](=[O:23])[CH2:9][N:10]2[CH2:11][CH2:12][NH:13][CH2:14][CH2:15]2)[S:5][CH:6]=1. (5) Given the reactants [CH3:1][C:2]1[CH:3]=[C:4]([N:11]=[C:12]=[S:13])[CH:5]=[CH:6][C:7]=1[N+:8]([O-:10])=[O:9].[CH3:14][CH:15]([CH2:18][CH3:19])[CH2:16][NH2:17].Cl[CH2:21][C:22](O)=[O:23], predict the reaction product. The product is: [CH3:1][C:2]1[CH:3]=[C:4]([N:11]=[C:12]2[N:17]([CH2:16][CH:15]([CH3:14])[CH2:18][CH3:19])[C:22](=[O:23])[CH2:21][S:13]2)[CH:5]=[CH:6][C:7]=1[N+:8]([O-:10])=[O:9]. (6) Given the reactants FC(F)(F)[O:3][C:4]1[CH:9]=[CH:8][CH:7]=[CH:6][C:5]=1B(O)O.Cl[C:16]1[CH:21]=[C:20](Cl)[N:19]=[CH:18][N:17]=1.[IH:23], predict the reaction product. The product is: [I:23][C:16]1[CH:21]=[C:20]([C:5]2[CH:6]=[CH:7][CH:8]=[CH:9][C:4]=2[OH:3])[N:19]=[CH:18][N:17]=1. (7) The product is: [O:23]=[S:24]1(=[O:30])[CH2:28][CH2:27][CH:26]([NH:29][C:20]([C:17]2[S:16][C:15]([CH2:14][CH2:13][C:3]3[C:4]([C:7]4[CH:12]=[CH:11][CH:10]=[CH:9][N:8]=4)=[N:5][O:6][C:2]=3[CH3:1])=[N:19][CH:18]=2)=[O:22])[CH2:25]1. Given the reactants [CH3:1][C:2]1[O:6][N:5]=[C:4]([C:7]2[CH:12]=[CH:11][CH:10]=[CH:9][N:8]=2)[C:3]=1[CH2:13][CH2:14][C:15]1[S:16][C:17]([C:20]([OH:22])=O)=[CH:18][N:19]=1.[O:23]=[S:24]1(=[O:30])[CH2:28][CH2:27][CH:26]([NH2:29])[CH2:25]1, predict the reaction product.